From a dataset of M1 muscarinic receptor agonist screen with 61,833 compounds. Binary Classification. Given a drug SMILES string, predict its activity (active/inactive) in a high-throughput screening assay against a specified biological target. The drug is O1C(n2c3ncnc(Nc4ccccc4)c3nc2)C(O)C(O)C1CO. The result is 0 (inactive).